Dataset: Reaction yield outcomes from USPTO patents with 853,638 reactions. Task: Predict the reaction yield, written as a fraction of the theoretical maximum amount of product (1.0 means a 100% yield; for example, 0.34 means a 34% yield). (1) The reactants are [Br:1][C:2]1[CH:3]=[CH:4][C:5]2[O:10][CH2:9][C@H:8]([CH2:11][OH:12])[O:7][C:6]=2[CH:13]=1.[C:14]1(O)[CH:19]=[CH:18][CH:17]=[CH:16][CH:15]=1.C1(P(C2C=CC=CC=2)C2C=CC=CC=2)C=CC=CC=1.CCOC(/N=N/C(OCC)=O)=O. The catalyst is C1COCC1. The product is [Br:1][C:2]1[CH:3]=[CH:4][C:5]2[O:10][CH2:9][C@H:8]([CH2:11][O:12][C:14]3[CH:19]=[CH:18][CH:17]=[CH:16][CH:15]=3)[O:7][C:6]=2[CH:13]=1. The yield is 0.490. (2) The reactants are Br[C:2]1[NH:6][C:5]([C@@H:7]2[CH2:11][CH2:10][CH2:9][N:8]2[C:12](=[O:22])[C@@H:13]([NH:17][C:18](=[O:21])[O:19][CH3:20])[CH:14]([CH3:16])[CH3:15])=[N:4][CH:3]=1.CC1(C)C(C)(C)OB([C:31]2[CH:36]=[C:35]3[CH2:37][O:38][C:39]4[CH:63]=[C:62]5[C:42]([CH:43]=[CH:44][C:45]6[N:49]=[C:48]([CH:50]7[CH2:54][CH2:53][CH2:52][N:51]7[C:55]([O:57][C:58]([CH3:61])([CH3:60])[CH3:59])=[O:56])[NH:47][C:46]=65)=[CH:41][C:40]=4[C:34]3=[CH:33][CH:32]=2)O1.C(=O)([O-])[O-].[K+].[K+]. The catalyst is COCCOC.CN(C)C=O.C1C=CC(P(C2C=CC=CC=2)[C-]2C=CC=C2)=CC=1.C1C=CC(P(C2C=CC=CC=2)[C-]2C=CC=C2)=CC=1.Cl[Pd]Cl.[Fe+2]. The product is [CH3:20][O:19][C:18]([NH:17][C@H:13]([C:12]([N:8]1[CH2:9][CH2:10][CH2:11][CH:7]1[C:5]1[NH:6][C:2]([C:31]2[CH:36]=[C:35]3[CH2:37][O:38][C:39]4[CH:63]=[C:62]5[C:42]([CH:43]=[CH:44][C:45]6[N:49]=[C:48]([CH:50]7[CH2:54][CH2:53][CH2:52][N:51]7[C:55]([O:57][C:58]([CH3:59])([CH3:60])[CH3:61])=[O:56])[NH:47][C:46]=65)=[CH:41][C:40]=4[C:34]3=[CH:33][CH:32]=2)=[CH:3][N:4]=1)=[O:22])[CH:14]([CH3:16])[CH3:15])=[O:21]. The yield is 0.590. (3) The reactants are O=[C:2]([CH2:8][C:9](=O)[C:10]1[CH:15]=[CH:14][CH:13]=[CH:12][CH:11]=1)[C:3]([O:5][CH2:6][CH3:7])=[O:4].O.[NH2:18][NH2:19]. The catalyst is C(O)C. The product is [C:10]1([C:9]2[NH:19][N:18]=[C:2]([C:3]([O:5][CH2:6][CH3:7])=[O:4])[CH:8]=2)[CH:15]=[CH:14][CH:13]=[CH:12][CH:11]=1. The yield is 0.670. (4) The reactants are [CH2:1]([C:3]1[C:11]([CH3:12])=[C:10]2[C:6]([C:7](=[O:13])[O:8][CH2:9]2)=[C:5]([O:14][CH2:15][CH2:16][Si:17]([CH3:20])([CH3:19])[CH3:18])[C:4]=1[CH2:21][CH:22]=[C:23]([CH3:26])[CH:24]=O)[CH3:2].[NH2:27][CH2:28][CH2:29][P:30](=[O:33])([OH:32])[OH:31].[C:34](O)(=O)[CH3:35].[C:38](O[BH-](OC(=O)C)OC(=O)C)(=O)[CH3:39].[Na+]. The catalyst is CN(C=O)C. The product is [CH2:38]([O:33][P:30]([CH2:29][CH2:28][NH:27][CH2:26][C:23]([CH3:24])=[CH:22][CH2:21][C:4]1[C:5]([O:14][CH2:15][CH2:16][Si:17]([CH3:19])([CH3:18])[CH3:20])=[C:6]2[C:10](=[C:11]([CH3:12])[C:3]=1[CH2:1][CH3:2])[CH2:9][O:8][C:7]2=[O:13])(=[O:32])[O:31][CH2:34][CH3:35])[CH3:39]. The yield is 0.970. (5) The reactants are [Br:1][C:2]1[CH:7]=[C:6]([N+:8]([O-:10])=[O:9])[C:5]([CH3:11])=[CH:4][C:3]=1[O:12][CH3:13].C[O:15]C(OC)N(C)C.I([O-])(=O)(=O)=O.[Na+]. The catalyst is CN(C)C=O.O. The product is [Br:1][C:2]1[C:3]([O:12][CH3:13])=[CH:4][C:5]([CH:11]=[O:15])=[C:6]([N+:8]([O-:10])=[O:9])[CH:7]=1. The yield is 0.190. (6) The reactants are [CH:1]1([C:4]2[CH:13]=[C:12]([CH3:14])[C:11]([C:15]3[NH:19][C:18]([CH2:20][O:21][CH3:22])=[N:17][N:16]=3)=[CH:10][C:5]=2[C:6]([O:8]C)=[O:7])[CH2:3][CH2:2]1.[OH-].[Na+]. The catalyst is CO.O. The product is [CH:1]1([C:4]2[CH:13]=[C:12]([CH3:14])[C:11]([C:15]3[NH:19][C:18]([CH2:20][O:21][CH3:22])=[N:17][N:16]=3)=[CH:10][C:5]=2[C:6]([OH:8])=[O:7])[CH2:3][CH2:2]1. The yield is 0.890. (7) The reactants are [CH3:1][N:2]([CH3:12])[CH2:3][CH2:4][CH2:5][NH:6][C:7](=[O:11])[C:8]([CH3:10])=[CH2:9].[CH2:13]1[S:18](=[O:20])(=[O:19])[O:17][CH2:16][CH2:15][CH2:14]1.CC(C)=O.CO. The catalyst is C(#N)C. The product is [S:18]([CH2:13][CH2:14][CH2:15][CH2:16][N+:2]([CH2:3][CH2:4][CH2:5][NH:6][C:7](=[O:11])[C:8]([CH3:10])=[CH2:9])([CH3:12])[CH3:1])([O-:17])(=[O:20])=[O:19]. The yield is 0.850.